This data is from Full USPTO retrosynthesis dataset with 1.9M reactions from patents (1976-2016). The task is: Predict the reactants needed to synthesize the given product. Given the product [N:1]1[CH:6]=[CH:5][CH:4]=[C:3]([CH2:7][NH:8][C:9]([C:11]2[S:15][C:14]([C:16]3[CH:20]=[CH:19][N:18]([CH2:23][CH2:24][OH:25])[N:17]=3)=[N:13][C:12]=2[CH3:21])=[O:10])[CH:2]=1, predict the reactants needed to synthesize it. The reactants are: [N:1]1[CH:6]=[CH:5][CH:4]=[C:3]([CH2:7][NH:8][C:9]([C:11]2[S:15][C:14]([C:16]3[NH:17][N:18]=[CH:19][CH:20]=3)=[N:13][C:12]=2[CH3:21])=[O:10])[CH:2]=1.I[CH2:23][CH2:24][OH:25].